This data is from Antibody developability classification from SAbDab with 2,409 antibodies. The task is: Regression/Classification. Given an antibody's heavy chain and light chain sequences, predict its developability. TAP uses regression for 5 developability metrics; SAbDab uses binary classification. (1) The antibody is ['VQLLESGGGLVQPGGSLRLSCAASGFTFSNYGMSWVRQAPGKGLEWVASIRSGGGRTYYSDNVKGRFTISRDNAKNSLYLQMNSLRAEDTALYYCVRYDHYSGSSDYWGQGTLVTVSS', 'YVVMTQSPLSLPVTPGEPASISCKSSQSLLDSDGKTYLNWLLQKPGQSPQRLIYLVSKLDSGVPDRFSGSGSGTDFTLKISRVEAEDVGVYYCWQGTHFPRTFGQGTKVEIK']. Result: 0 (not developable). (2) The antibody is ['QVQLQESGPGLVKPSETLSLTCTVSGGSISGYYWSWIRQPPGKGLEWIGYIHYSRSTNSNPALKSRVTISSDTSKNQLSLRLSSVTAADTAVYYCARDTYYYDSGDYEDAFDIWGQGTMVTVSS', 'QLVLTQSPSASASLGASVKLTCTLSSGHSNYAIAWHQQQPGKGPRYLMKVNRDGSHIRGDGIPDRFSGSTSGAERYLTISSLQSEDEADYYCQTWGAGIRVFGGGTKLTVL']. Result: 0 (not developable).